This data is from Full USPTO retrosynthesis dataset with 1.9M reactions from patents (1976-2016). The task is: Predict the reactants needed to synthesize the given product. (1) Given the product [F:19][C:20]([F:39])([F:38])[S:21]([O:1][C:2]1[CH2:7][CH2:6][N:5]([C:8]2[CH:9]=[N:10][N:11]([CH:13]([CH3:18])[C:14]([O:16][CH3:17])=[O:15])[CH:12]=2)[CH2:4][CH:3]=1)(=[O:23])=[O:22], predict the reactants needed to synthesize it. The reactants are: [O:1]=[C:2]1[CH2:7][CH2:6][N:5]([C:8]2[CH:9]=[N:10][N:11]([CH:13]([CH3:18])[C:14]([O:16][CH3:17])=[O:15])[CH:12]=2)[CH2:4][CH2:3]1.[F:19][C:20]([F:39])([F:38])[S:21](N(C1C=CC=CC=1)[S:21]([C:20]([F:39])([F:38])[F:19])(=[O:23])=[O:22])(=[O:23])=[O:22].C[Si]([N-][Si](C)(C)C)(C)C.[Na+]. (2) The reactants are: [C:1]([C:4]1[C:5](=[O:25])[NH:6][C:7]([C:17]2[CH:22]=[CH:21][C:20]([Br:23])=[CH:19][C:18]=2[Cl:24])=[C:8]([C:10]2[CH:15]=[CH:14][C:13]([Cl:16])=[CH:12][CH:11]=2)[CH:9]=1)(=[O:3])[CH3:2].C(=O)([O-])[O-].[Cs+].[Cs+].Br[CH2:33][C:34](=[O:39])[C:35]([CH3:38])([CH3:37])[CH3:36]. Given the product [C:1]([C:4]1[C:5]([O:25][CH2:33][C:34](=[O:39])[C:35]([CH3:38])([CH3:37])[CH3:36])=[N:6][C:7]([C:17]2[CH:22]=[CH:21][C:20]([Br:23])=[CH:19][C:18]=2[Cl:24])=[C:8]([C:10]2[CH:11]=[CH:12][C:13]([Cl:16])=[CH:14][CH:15]=2)[CH:9]=1)(=[O:3])[CH3:2], predict the reactants needed to synthesize it. (3) Given the product [CH:1]1([C:6]2[CH:31]=[CH:30][C:9]([CH2:10][O:11][C:12]3[CH:20]=[CH:19][C:18]4[NH:17][C:16]5[CH:21]([CH2:24][C:25]([OH:27])=[O:26])[CH2:22][CH2:23][C:15]=5[C:14]=4[CH:13]=3)=[CH:8][C:7]=2[C:32]([F:35])([F:33])[F:34])[CH2:5][CH2:4][CH2:3][CH2:2]1, predict the reactants needed to synthesize it. The reactants are: [CH:1]1([C:6]2[CH:31]=[CH:30][C:9]([CH2:10][O:11][C:12]3[CH:20]=[CH:19][C:18]4[NH:17][C:16]5[CH:21]([CH2:24][C:25]([O:27]CC)=[O:26])[CH2:22][CH2:23][C:15]=5[C:14]=4[CH:13]=3)=[CH:8][C:7]=2[C:32]([F:35])([F:34])[F:33])[CH2:5][CH2:4][CH2:3][CH2:2]1.CO.O[Li].O.Cl. (4) Given the product [F:10][CH:9]([F:11])[C:8]([C:5]1[CH:6]=[CH:7][C:2]([B:13]2[O:17][C:16]([CH3:19])([CH3:18])[C:15]([CH3:21])([CH3:20])[O:14]2)=[CH:3][CH:4]=1)=[O:12], predict the reactants needed to synthesize it. The reactants are: Br[C:2]1[CH:7]=[CH:6][C:5]([C:8](=[O:12])[CH:9]([F:11])[F:10])=[CH:4][CH:3]=1.[B:13]1([B:13]2[O:17][C:16]([CH3:19])([CH3:18])[C:15]([CH3:21])([CH3:20])[O:14]2)[O:17][C:16]([CH3:19])([CH3:18])[C:15]([CH3:21])([CH3:20])[O:14]1.C([O-])(=O)C.[K+]. (5) Given the product [Cl:1][C:2]1[CH:21]=[CH:20][CH:19]=[C:18]([Cl:22])[C:3]=1[CH2:4][CH:5]1[CH2:9][CH2:8][N:7]([CH:10]2[CH2:15][CH2:14][C:13](=[CH:29][C:24]([O:26][CH2:27][CH3:28])=[O:25])[CH2:12][CH2:11]2)[C:6]1=[O:17], predict the reactants needed to synthesize it. The reactants are: [Cl:1][C:2]1[CH:21]=[CH:20][CH:19]=[C:18]([Cl:22])[C:3]=1[CH2:4][CH:5]1[CH2:9][CH2:8][N:7]([CH:10]2[CH2:15][CH2:14][C:13](=O)[CH2:12][CH2:11]2)[C:6]1=[O:17].[Br-].[C:24]([CH2:29]P(C1C=CC=CC=1)(C1C=CC=CC=1)C1C=CC=CC=1)([O:26][CH2:27][CH3:28])=[O:25].[O-]CC.[Na+].